From a dataset of Full USPTO retrosynthesis dataset with 1.9M reactions from patents (1976-2016). Predict the reactants needed to synthesize the given product. (1) Given the product [C:32]([O:36][C:37](=[O:43])[NH:38][CH2:39][CH2:40][CH2:41][O:12][C:3]1[C:4]([F:11])=[CH:5][CH:6]=[C:7]([N+:8]([O-:10])=[O:9])[C:2]=1[F:1])([CH3:35])([CH3:34])[CH3:33], predict the reactants needed to synthesize it. The reactants are: [F:1][C:2]1[C:7]([N+:8]([O-:10])=[O:9])=[CH:6][CH:5]=[C:4]([F:11])[C:3]=1[OH:12].C1(P(C2C=CC=CC=2)C2C=CC=CC=2)C=CC=CC=1.[C:32]([O:36][C:37](=[O:43])[NH:38][CH2:39][CH2:40][CH2:41]O)([CH3:35])([CH3:34])[CH3:33].N(C(OCC)=O)=NC(OCC)=O. (2) Given the product [Cl:18][C:19]1[C:20]([F:28])=[C:21]([N:15]2[C:13]3=[N:14][C:9]([OH:8])=[CH:10][CH:11]=[C:12]3[N:17]=[CH:16]2)[CH:22]=[CH:23][CH:24]=1, predict the reactants needed to synthesize it. The reactants are: C([O:8][C:9]1[N:14]=[C:13]2[NH:15][CH:16]=[N:17][C:12]2=[CH:11][CH:10]=1)C1C=CC=CC=1.[Cl:18][C:19]1[C:20]([F:28])=[C:21](B(O)O)[CH:22]=[CH:23][CH:24]=1. (3) Given the product [CH3:1][S:2]([C:5]1[CH:22]=[CH:21][C:8]([C:9]2[NH:24][N:25]=[C:11]3[C:10]=2[C:19]2[CH:18]=[CH:17][CH:16]=[CH:15][C:14]=2[CH2:13][CH2:12]3)=[CH:7][CH:6]=1)(=[O:4])=[O:3], predict the reactants needed to synthesize it. The reactants are: [CH3:1][S:2]([C:5]1[CH:22]=[CH:21][C:8](/[CH:9]=[C:10]2/[C:11](=O)[CH2:12][CH2:13][C:14]3[C:19]/2=[CH:18][CH:17]=[CH:16][CH:15]=3)=[CH:7][CH:6]=1)(=[O:4])=[O:3].O.[NH2:24][NH2:25]. (4) Given the product [Cl:1][C:2]1[CH:3]=[C:4]2[C:8](=[CH:9][CH:10]=1)[NH:7][C:6]([C:11]([NH:13][C@H:14]1[CH2:19][CH2:18][C@H:17]([C:20]([OH:22])=[O:21])[CH2:16][C@H:15]1[NH:25][C:26]([C:28]1[S:29][C:30]3[CH2:31][N:32]([CH3:37])[CH2:33][CH2:34][C:35]=3[N:36]=1)=[O:27])=[O:12])=[CH:5]2, predict the reactants needed to synthesize it. The reactants are: [Cl:1][C:2]1[CH:3]=[C:4]2[C:8](=[CH:9][CH:10]=1)[NH:7][C:6]([C:11]([NH:13][C@H:14]1[CH2:19][CH2:18][C@H:17]([C:20]([O:22]CC)=[O:21])[CH2:16][C@H:15]1[NH:25][C:26]([C:28]1[S:29][C:30]3[CH2:31][N:32]([CH3:37])[CH2:33][CH2:34][C:35]=3[N:36]=1)=[O:27])=[O:12])=[CH:5]2.[OH-].[Na+].Cl. (5) Given the product [C:1]([O:5][C:6]([NH:8][CH2:9][C:10]1([CH3:25])[C:23](=[O:24])[C:14]2[C:15]([C:18]([OH:20])=[O:19])=[CH:16][O:17][C:13]=2[CH2:12][CH2:11]1)=[O:7])([CH3:4])([CH3:2])[CH3:3], predict the reactants needed to synthesize it. The reactants are: [C:1]([O:5][C:6]([NH:8][CH2:9][C:10]1([CH3:25])[C:23](=[O:24])[C:14]2[C:15]([C:18]([O:20]CC)=[O:19])=[CH:16][O:17][C:13]=2[CH2:12][CH2:11]1)=[O:7])([CH3:4])([CH3:3])[CH3:2].CC1(C)C(=O)C2C(C(OCC)=O)=COC=2CC1.